Predict the product of the given reaction. From a dataset of Forward reaction prediction with 1.9M reactions from USPTO patents (1976-2016). (1) Given the reactants Cl[C:2]1[CH:3]=[C:4]([CH:41]=[CH:42][C:43]=1F)[C:5]1[C:10]([C:11]2[CH:20]=[CH:19][C:18]3[C:13](=[CH:14][CH:15]=[C:16]([C:21]4[N:25]([CH:26]5[CH2:31][CH2:30][CH2:29][CH2:28][CH2:27]5)[C:24]5[CH:32]=[CH:33][C:34]([C:36]([OH:38])=[O:37])=[CH:35][C:23]=5[N:22]=4)[CH:17]=3)[N:12]=2)=[CH:9][C:8]([O:39][CH3:40])=[CH:7][CH:6]=1.[CH3:45]OC(C1C=CC2N(C3CCCCC3)C(C3C=C4C(=CC=3)N=C(C3C=C(OC)C=CC=3Br)C=C4)=NC=2C=1)=O.C1(C)C=CC=C(B(O)O)C=1, predict the reaction product. The product is: [CH:26]1([N:25]2[C:24]3[CH:32]=[CH:33][C:34]([C:36]([OH:38])=[O:37])=[CH:35][C:23]=3[N:22]=[C:21]2[C:16]2[CH:17]=[C:18]3[C:13](=[CH:14][CH:15]=2)[N:12]=[C:11]([C:10]2[C:5]([C:4]4[CH:41]=[CH:42][CH:43]=[C:2]([CH3:45])[CH:3]=4)=[CH:6][CH:7]=[C:8]([O:39][CH3:40])[CH:9]=2)[CH:20]=[CH:19]3)[CH2:31][CH2:30][CH2:29][CH2:28][CH2:27]1. (2) Given the reactants [C:1]([N:4]1[CH2:9][CH2:8][N:7]([C:10]2[N:11]=[C:12]([O:43][CH3:44])[C:13]3[C:18]([C:19]4[CH:24]=[CH:23][CH:22]=[CH:21][CH:20]=4)=[C:17]([C:25]4[CH:30]=[CH:29][C:28]([C:31]5([NH:35]C(=O)OC(C)(C)C)[CH2:34][CH2:33][CH2:32]5)=[CH:27][CH:26]=4)[O:16][C:14]=3[N:15]=2)[CH2:6][CH2:5]1)(=[O:3])[CH3:2].C(O)(C(F)(F)F)=O, predict the reaction product. The product is: [NH2:35][C:31]1([C:28]2[CH:29]=[CH:30][C:25]([C:17]3[O:16][C:14]4[N:15]=[C:10]([N:7]5[CH2:8][CH2:9][N:4]([C:1](=[O:3])[CH3:2])[CH2:5][CH2:6]5)[N:11]=[C:12]([O:43][CH3:44])[C:13]=4[C:18]=3[C:19]3[CH:20]=[CH:21][CH:22]=[CH:23][CH:24]=3)=[CH:26][CH:27]=2)[CH2:34][CH2:33][CH2:32]1. (3) Given the reactants [Cl:1][C:2]1[C:7]([N+:8]([O-])=O)=[CH:6][CH:5]=[CH:4][N:3]=1.[CH3:11][C:12]([Mg]Br)=[CH:13][CH3:14].[Cl-].[NH4+], predict the reaction product. The product is: [Cl:1][C:2]1[N:3]=[CH:4][CH:5]=[C:6]2[C:13]([CH3:14])=[C:12]([CH3:11])[NH:8][C:7]=12. (4) The product is: [CH2:21]([C:20]1[O:27][CH:2]=[N:1][C:3]=1[C:4]([O:6][CH2:7][CH3:8])=[O:5])[CH2:22][CH2:23][CH2:24][CH2:25][CH3:26]. Given the reactants [N+:1]([CH2:3][C:4]([O:6][CH2:7][CH3:8])=[O:5])#[C-:2].C1CCN2C(=NCCC2)CC1.[C:20](Cl)(=[O:27])[CH2:21][CH2:22][CH2:23][CH2:24][CH2:25][CH3:26].O, predict the reaction product. (5) The product is: [Br:6][C:7]1[N:8]=[C:9]([C:13]#[C:14][C:16]([CH3:18])([OH:17])[CH3:15])[CH:10]=[CH:11][CH:12]=1. Given the reactants C([Li])CCC.[Br:6][C:7]1[CH:12]=[CH:11][CH:10]=[C:9]([C:13]#[CH:14])[N:8]=1.[CH3:15][C:16]([CH3:18])=[O:17], predict the reaction product. (6) Given the reactants [N+:1]([CH3:4])([O-:3])=[O:2].[CH2:5]([O:7][C:8](=[O:26])[CH:9]=[C:10]1[CH2:15][CH2:14][C:13]([N:22]2[CH2:25][CH2:24][CH2:23]2)([C:16]2[CH:21]=[CH:20][CH:19]=[CH:18][CH:17]=2)[CH2:12][CH2:11]1)[CH3:6].O.O.O.[F-].C([N+](CCCC)(CCCC)CCCC)CCC, predict the reaction product. The product is: [CH2:5]([O:7][C:8](=[O:26])[CH2:9][C:10]1([CH2:4][N+:1]([O-:3])=[O:2])[CH2:11][CH2:12][C:13]([N:22]2[CH2:25][CH2:24][CH2:23]2)([C:16]2[CH:17]=[CH:18][CH:19]=[CH:20][CH:21]=2)[CH2:14][CH2:15]1)[CH3:6].